This data is from Catalyst prediction with 721,799 reactions and 888 catalyst types from USPTO. The task is: Predict which catalyst facilitates the given reaction. (1) Reactant: CO[CH:3](OC)[CH2:4][C:5]1[N:13]=[CH:12][CH:11]=[CH:10][C:6]=1[C:7]([NH2:9])=[O:8].CC1C=CC(S(O)(=O)=O)=CC=1.O. Product: [N:13]1[C:5]2[CH:4]=[CH:3][NH:9][C:7](=[O:8])[C:6]=2[CH:10]=[CH:11][CH:12]=1. The catalyst class is: 11. (2) Reactant: [CH3:1][O:2][C:3]1[CH:4]=[C:5]([CH:27]=[C:28]([O:30][CH3:31])[CH:29]=1)[O:6][C@@H:7]([C@:11]1([C:21]2[CH:26]=[CH:25][CH:24]=[CH:23][CH:22]=2)[C:20]2[C:15](=[CH:16][CH:17]=[CH:18][CH:19]=2)[CH2:14][CH2:13][NH:12]1)[C:8]([OH:10])=[O:9].[CH2:32]1COCC1.Cl[Si](C)(C)C.CI. Product: [CH3:1][O:2][C:3]1[CH:4]=[C:5]([CH:27]=[C:28]([O:30][CH3:31])[CH:29]=1)[O:6][C@@H:7]([C@:11]1([C:21]2[CH:22]=[CH:23][CH:24]=[CH:25][CH:26]=2)[C:20]2[C:15](=[CH:16][CH:17]=[CH:18][CH:19]=2)[CH2:14][CH2:13][N:12]1[CH3:32])[C:8]([OH:10])=[O:9]. The catalyst class is: 425. (3) Reactant: C[O:2][C:3](=[O:34])[CH2:4][C:5]([C:8]1[CH:13]=[CH:12][C:11]([O:14][CH2:15][CH2:16][CH:17]([O:19][C:20]2[CH:25]=[CH:24][C:23]([Cl:26])=[CH:22][C:21]=2[O:27][C:28]2[CH:33]=[CH:32][CH:31]=[CH:30][CH:29]=2)[CH3:18])=[CH:10][CH:9]=1)([CH3:7])[CH3:6].[OH-].[Na+].Cl. Product: [Cl:26][C:23]1[CH:24]=[CH:25][C:20]([O:19][C@H:17]([CH3:18])[CH2:16][CH2:15][O:14][C:11]2[CH:10]=[CH:9][C:8]([C:5]([CH3:7])([CH3:6])[CH2:4][C:3]([OH:34])=[O:2])=[CH:13][CH:12]=2)=[C:21]([O:27][C:28]2[CH:29]=[CH:30][CH:31]=[CH:32][CH:33]=2)[CH:22]=1. The catalyst class is: 5. (4) Reactant: [Br:1][C:2]1[CH:7]=[CH:6][C:5]([N:8]2[C:13](=O)[CH2:12][C:11](=[O:15])[N:10]([CH:16]3[CH2:18][CH2:17]3)[C:9]2=[O:19])=[CH:4][CH:3]=1.P(Cl)(Cl)([Cl:22])=O.BrC1C=CC(N2C(=O)C=C(Cl)N(C3CC3)C2=O)=CC=1. Product: [Br:1][C:2]1[CH:7]=[CH:6][C:5]([N:8]2[C:13]([Cl:22])=[CH:12][C:11](=[O:15])[N:10]([CH:16]3[CH2:18][CH2:17]3)[C:9]2=[O:19])=[CH:4][CH:3]=1. The catalyst class is: 6. (5) The catalyst class is: 3. Product: [Cl:3][C:4]1[CH:5]=[N:6][C:7]([N:10]2[CH2:15][CH2:14][CH:13]([C@H:16]3[CH2:18][C@H:17]3[CH2:19][CH2:20][O:21][C:23]3[CH:28]=[CH:27][C:26]([N:29]4[CH:33]=[CH:32][N:31]=[N:30]4)=[CH:25][N:24]=3)[CH2:12][CH2:11]2)=[N:8][CH:9]=1. Reactant: [H-].[Na+].[Cl:3][C:4]1[CH:5]=[N:6][C:7]([N:10]2[CH2:15][CH2:14][CH:13]([C@H:16]3[CH2:18][C@H:17]3[CH2:19][CH2:20][OH:21])[CH2:12][CH2:11]2)=[N:8][CH:9]=1.F[C:23]1[CH:28]=[CH:27][C:26]([N:29]2[CH:33]=[CH:32][N:31]=[N:30]2)=[CH:25][N:24]=1.